Dataset: Full USPTO retrosynthesis dataset with 1.9M reactions from patents (1976-2016). Task: Predict the reactants needed to synthesize the given product. (1) The reactants are: [Cl-].[Al+3].[Cl-].[Cl-].[CH:5]1[C:14]2[C:9](=[CH:10][CH:11]=[CH:12][CH:13]=2)[CH:8]=[CH:7][CH:6]=1.[C:15](Cl)(=[O:19])[CH:16]([CH3:18])[CH3:17]. Given the product [CH3:17][CH:16]([CH3:18])[C:15]([C:13]1[C:14]2[C:9](=[CH:8][CH:7]=[CH:6][CH:5]=2)[CH:10]=[CH:11][CH:12]=1)=[O:19], predict the reactants needed to synthesize it. (2) Given the product [C:21]([NH:2][CH2:3][CH2:4][N:5]([CH3:20])[C:6]1[N:11]=[C:10]([NH:12][C:13](=[O:19])[O:14][C:15]([CH3:16])([CH3:17])[CH3:18])[CH:9]=[CH:8][CH:7]=1)(=[O:24])[CH:22]=[CH2:23], predict the reactants needed to synthesize it. The reactants are: Cl.[NH2:2][CH2:3][CH2:4][N:5]([CH3:20])[C:6]1[N:11]=[C:10]([NH:12][C:13](=[O:19])[O:14][C:15]([CH3:18])([CH3:17])[CH3:16])[CH:9]=[CH:8][CH:7]=1.[C:21](O)(=[O:24])[CH:22]=[CH2:23].CN(C(ON1N=NC2C=CC=NC1=2)=[N+](C)C)C.F[P-](F)(F)(F)(F)F.CCN(C(C)C)C(C)C. (3) The reactants are: [Cl:1][C:2]1[CH:7]=[CH:6][CH:5]=[C:4]([OH:8])[N:3]=1.C1C(=O)N([Br:16])C(=O)C1. Given the product [Br:16][C:5]1[C:4]([OH:8])=[N:3][C:2]([Cl:1])=[CH:7][CH:6]=1, predict the reactants needed to synthesize it.